From a dataset of Forward reaction prediction with 1.9M reactions from USPTO patents (1976-2016). Predict the product of the given reaction. (1) Given the reactants [Cl:1][C:2]1[CH:15]=[CH:14][C:5]([CH2:6][N:7]2[CH2:12][CH2:11][CH:10]([NH2:13])[CH2:9][CH2:8]2)=[CH:4][C:3]=1[O:16][CH2:17][CH3:18].[CH3:19][S:20]([C:23]1[CH:24]=[C:25]([CH:29]=[CH:30][CH:31]=1)[C:26](O)=[O:27])(=[O:22])=[O:21], predict the reaction product. The product is: [Cl:1][C:2]1[CH:15]=[CH:14][C:5]([CH2:6][N:7]2[CH2:12][CH2:11][CH:10]([NH:13][C:26](=[O:27])[C:25]3[CH:29]=[CH:30][CH:31]=[C:23]([S:20]([CH3:19])(=[O:22])=[O:21])[CH:24]=3)[CH2:9][CH2:8]2)=[CH:4][C:3]=1[O:16][CH2:17][CH3:18]. (2) Given the reactants I[C:2]1[CH:7]=[CH:6][CH:5]=[C:4]([C:8]([NH2:10])=[O:9])[C:3]=1[C:11]([NH:13]C1C=CC(C(F)(C(F)(F)F)C(F)(F)F)=CC=1C)=[O:12].CC1C=C(C(F)(C(F)(F)F)C(F)(F)F)C=CC=1NC(C1C=CC=C(I)C=1C(NC(CS(C)(=O)=O)(C)C)=O)=O, predict the reaction product. The product is: [C:11]([NH2:13])(=[O:12])[C:3]1[C:4](=[CH:5][CH:6]=[CH:7][CH:2]=1)[C:8]([NH2:10])=[O:9]. (3) The product is: [Cl:14][C:15]1[CH:23]=[N:22][CH:21]=[CH:20][C:16]=1[C:17]([NH:1][C:2]1[CH:7]=[C:6]([O:8][C:9]([F:10])([F:11])[F:12])[CH:5]=[CH:4][C:3]=1[OH:13])=[O:18]. Given the reactants [NH2:1][C:2]1[CH:7]=[C:6]([O:8][C:9]([F:12])([F:11])[F:10])[CH:5]=[CH:4][C:3]=1[OH:13].[Cl:14][C:15]1[CH:23]=[N:22][CH:21]=[CH:20][C:16]=1[C:17](O)=[O:18].F[P-](F)(F)(F)(F)F.N1(O[P+](N(C)C)(N(C)C)N(C)C)C2C=CC=CC=2N=N1.C(N(CC)CC)C, predict the reaction product. (4) Given the reactants [NH2:1][C:2]1[N:7]=[C:6]([C:8]2[C:9]([CH:30]3[CH2:32][CH2:31]3)=[N:10][C:11]([N:16]3[CH2:21][CH2:20][N:19]([C:22](=[O:26])[CH2:23][CH2:24][OH:25])[C@H:18]([CH:27]4[CH2:29][CH2:28]4)[CH2:17]3)=[C:12]([CH:15]=2)[C:13]#[N:14])[CH:5]=[C:4](Cl)[N:3]=1.[K].[F-].[Cs+].O1CCO[CH2:39][CH2:38]1, predict the reaction product. The product is: [NH2:1][C:2]1[N:7]=[C:6]([C:8]2[C:9]([CH:30]3[CH2:32][CH2:31]3)=[N:10][C:11]([N:16]3[CH2:21][CH2:20][N:19]([C:22](=[O:26])[CH2:23][CH2:24][OH:25])[C@H:18]([CH:27]4[CH2:29][CH2:28]4)[CH2:17]3)=[C:12]([CH:15]=2)[C:13]#[N:14])[CH:5]=[C:4]([CH:38]=[CH2:39])[N:3]=1. (5) Given the reactants B(Br)(Br)Br.[CH2:5]([NH:7][C:8](=[O:10])[O-:9])[CH3:6].C[O:12][C:13]1[CH:14]=[CH:15][C:16]2[CH:17]([CH3:25])[CH:18]3[CH2:22][NH:21][CH2:20][CH:19]3[C:23]=2[CH:24]=1, predict the reaction product. The product is: [CH2:5]([NH:7][C:8](=[O:9])[O-:10])[CH3:6].[OH:12][C:13]1[CH:14]=[CH:15][C:16]2[CH:17]([CH3:25])[CH:18]3[CH2:22][NH:21][CH2:20][CH:19]3[C:23]=2[CH:24]=1. (6) Given the reactants C(O[C:6](=O)[N:7]([CH2:9][CH:10]([NH:18][C:19]1[C:28]2[C:23](=[C:24]([C:37](=[O:39])[NH2:38])[CH:25]=[C:26]([O:29][CH2:30][C:31]3[CH:36]=[CH:35][CH:34]=[CH:33][CH:32]=3)[CH:27]=2)[N:22]=[CH:21][N:20]=1)[C:11]1[CH:16]=[CH:15][CH:14]=[C:13]([Cl:17])[CH:12]=1)C)(C)(C)C.C1COCC1.Cl, predict the reaction product. The product is: [CH2:30]([O:29][C:26]1[CH:27]=[C:28]2[C:23](=[C:24]([C:37]([NH2:38])=[O:39])[CH:25]=1)[N:22]=[CH:21][N:20]=[C:19]2[NH:18][CH:10]([C:11]1[CH:16]=[CH:15][CH:14]=[C:13]([Cl:17])[CH:12]=1)[CH2:9][NH:7][CH3:6])[C:31]1[CH:32]=[CH:33][CH:34]=[CH:35][CH:36]=1. (7) Given the reactants O[C:2]1[C:3]2[CH2:15][CH2:14][N:13]([C:16]([O:18][C:19]([CH3:22])([CH3:21])[CH3:20])=[O:17])[CH2:12][C:4]=2[N:5]=[C:6]([C:8]([F:11])([F:10])[F:9])[N:7]=1.C1(P(C2C=CC=CC=2)C2C=CC=CC=2)C=CC=CC=1.C(Cl)(Cl)(Cl)[Cl:43], predict the reaction product. The product is: [Cl:43][C:2]1[C:3]2[CH2:15][CH2:14][N:13]([C:16]([O:18][C:19]([CH3:22])([CH3:21])[CH3:20])=[O:17])[CH2:12][C:4]=2[N:5]=[C:6]([C:8]([F:11])([F:10])[F:9])[N:7]=1. (8) Given the reactants Br[CH2:2][CH2:3][CH2:4][N:5]1[C:9]2[CH:10]=[CH:11][CH:12]=[CH:13][C:8]=2[N:7]([C:14]2[CH:19]=[CH:18][C:17]([O:20][CH3:21])=[CH:16][CH:15]=2)[S:6]1(=[O:23])=[O:22].[CH3:24][NH2:25], predict the reaction product. The product is: [CH3:21][O:20][C:17]1[CH:18]=[CH:19][C:14]([N:7]2[C:8]3[CH:13]=[CH:12][CH:11]=[CH:10][C:9]=3[N:5]([CH2:4][CH2:3][CH2:2][NH:25][CH3:24])[S:6]2(=[O:23])=[O:22])=[CH:15][CH:16]=1. (9) Given the reactants Cl[C:2]1[C:7]([F:8])=[CH:6][N:5]=[C:4]([N:9]2[CH2:13][CH2:12][C@H:11]([NH:14][CH2:15][C:16]3[CH:21]=[CH:20][C:19]([Cl:22])=[CH:18][C:17]=3[Cl:23])[CH2:10]2)[N:3]=1.[CH3:24][Al](C)C, predict the reaction product. The product is: [Cl:23][C:17]1[CH:18]=[C:19]([Cl:22])[CH:20]=[CH:21][C:16]=1[CH2:15][NH:14][C@H:11]1[CH2:12][CH2:13][N:9]([C:4]2[N:3]=[C:2]([CH3:24])[C:7]([F:8])=[CH:6][N:5]=2)[CH2:10]1. (10) Given the reactants O1[C:5]2[CH2:6][CH2:7][CH2:8][CH:9]([NH2:10])[C:4]=2[CH:3]=[CH:2]1.[S:11]1C2CCCC(=O)C=2C=C1, predict the reaction product. The product is: [S:11]1[C:5]2[CH2:6][CH2:7][CH2:8][CH:9]([NH2:10])[C:4]=2[CH:3]=[CH:2]1.